From a dataset of hERG potassium channel inhibition data for cardiac toxicity prediction from Karim et al.. Regression/Classification. Given a drug SMILES string, predict its toxicity properties. Task type varies by dataset: regression for continuous values (e.g., LD50, hERG inhibition percentage) or binary classification for toxic/non-toxic outcomes (e.g., AMES mutagenicity, cardiotoxicity, hepatotoxicity). Dataset: herg_karim. (1) The molecule is Cl.N=C(N)N/N=C/c1ccc(-c2ccc(/C=N/Nc3ccccc3Br)cc2)cc1. The result is 1 (blocker). (2) The drug is COC(=O)C1=C(C)NC(C)=C(C(=O)OCCN(C)Cc2ccccc2)C1c1cccc([N+](=O)[O-])c1. The result is 1 (blocker).